Dataset: Reaction yield outcomes from USPTO patents with 853,638 reactions. Task: Predict the reaction yield, written as a fraction of the theoretical maximum amount of product (1.0 means a 100% yield; for example, 0.34 means a 34% yield). (1) The reactants are [Cl:1][C:2]1[C:3]([CH3:32])=[C:4]([NH:10][C@H:11]([C@@H:29]([OH:31])[CH3:30])[C:12]([NH:14][NH:15][C:16](=O)[C:17]2[CH:22]=[CH:21][C:20]([N:23]3[CH:27]=[CH:26][CH:25]=[N:24]3)=[CH:19][CH:18]=2)=[O:13])[CH:5]=[CH:6][C:7]=1[C:8]#[N:9].C(NP1(N(CC)CC)N(C)CCCN1C)(C)(C)C. The catalyst is C1COCC1. The product is [N:23]1([C:20]2[CH:19]=[CH:18][C:17]([C:16]3[O:13][C:12]([C@H:11]([NH:10][C:4]4[CH:5]=[CH:6][C:7]([C:8]#[N:9])=[C:2]([Cl:1])[C:3]=4[CH3:32])[C@@H:29]([OH:31])[CH3:30])=[N:14][N:15]=3)=[CH:22][CH:21]=2)[CH:27]=[CH:26][CH:25]=[N:24]1. The yield is 0.150. (2) The reactants are [CH3:1][O:2][C:3]1[CH:4]=[C:5]([CH3:10])[CH:6]=[C:7](Br)[CH:8]=1.[Li]CCCC.[CH2:16](Br)/[CH:17]=[C:18](/[CH2:20][CH2:21]/[CH:22]=[C:23](/[CH2:25][CH2:26][CH:27]=[C:28]([CH3:30])[CH3:29])\[CH3:24])\[CH3:19].[NH4+].[Cl-].[NH4+].[OH-]. The catalyst is C1COCC1.CCOCC. The product is [CH3:1][O:2][C:3]1[CH:8]=[C:7]([CH2:16]/[CH:17]=[C:18](\[CH3:19])/[CH2:20][CH2:21]/[CH:22]=[C:23](\[CH3:24])/[CH2:25][CH2:26][CH:27]=[C:28]([CH3:30])[CH3:29])[CH:6]=[C:5]([CH3:10])[CH:4]=1. The yield is 0.780.